This data is from Peptide-MHC class I binding affinity with 185,985 pairs from IEDB/IMGT. The task is: Regression. Given a peptide amino acid sequence and an MHC pseudo amino acid sequence, predict their binding affinity value. This is MHC class I binding data. (1) The peptide sequence is NTTIEKEI. The MHC is HLA-A68:02 with pseudo-sequence HLA-A68:02. The binding affinity (normalized) is 0. (2) The peptide sequence is EISGLRPGE. The MHC is HLA-A01:01 with pseudo-sequence HLA-A01:01. The binding affinity (normalized) is 0.0847. (3) The peptide sequence is ESCDKHYWDAI. The MHC is Mamu-A02 with pseudo-sequence Mamu-A02. The binding affinity (normalized) is 0. (4) The peptide sequence is EAVRHFPRI. The MHC is HLA-A03:01 with pseudo-sequence HLA-A03:01. The binding affinity (normalized) is 0. (5) The peptide sequence is FRYEFTAPF. The MHC is HLA-C14:02 with pseudo-sequence HLA-C14:02. The binding affinity (normalized) is 0.506. (6) The peptide sequence is IEIKDTKEAL. The MHC is HLA-A31:01 with pseudo-sequence HLA-A31:01. The binding affinity (normalized) is 0.0990. (7) The binding affinity (normalized) is 0.0847. The peptide sequence is IVRTNRNEL. The MHC is HLA-B46:01 with pseudo-sequence HLA-B46:01.